Predict the reaction yield, written as a fraction of the theoretical maximum amount of product (1.0 means a 100% yield; for example, 0.34 means a 34% yield). From a dataset of Reaction yield outcomes from USPTO patents with 853,638 reactions. (1) The reactants are [Cl:1][C:2]1[CH:7]=[CH:6][C:5]([C:8]2([F:14])[CH2:13][CH2:12][NH:11][CH2:10][CH2:9]2)=[CH:4][CH:3]=1.N1C(C)=CC=CC=1C.[I-].[K+].Br[CH2:26][CH2:27][CH:28]=[C:29]1[C:35]2[CH:36]=[CH:37][CH:38]=[N:39][C:34]=2[CH2:33][O:32][C:31]2[CH:40]=[CH:41][C:42]([C:44]([OH:47])([CH3:46])[CH3:45])=[CH:43][C:30]1=2. The catalyst is C(O)(C)C. The product is [Cl:1][C:2]1[CH:7]=[CH:6][C:5]([C:8]2([F:14])[CH2:9][CH2:10][N:11]([CH2:26][CH2:27][CH:28]=[C:29]3[C:35]4[CH:36]=[CH:37][CH:38]=[N:39][C:34]=4[CH2:33][O:32][C:31]4[CH:40]=[CH:41][C:42]([C:44]([OH:47])([CH3:46])[CH3:45])=[CH:43][C:30]3=4)[CH2:12][CH2:13]2)=[CH:4][CH:3]=1. The yield is 0.540. (2) The reactants are Br[C:2]1[C:3]([C:11]2[CH:16]=[CH:15][N:14]=[CH:13][CH:12]=2)=[N:4][N:5]2[CH:10]=[CH:9][CH:8]=[N:7][C:6]=12.[CH3:17][O:18]/[N:19]=[C:20]1\[CH2:21][CH2:22][C:23]2[C:28]\1=[CH:27][CH:26]=[C:25](B(O)O)[CH:24]=2.C(N(CC)CC)C. The catalyst is COCCOC.[Pd](Cl)Cl.C1(P(C2C=CC=CC=2)[C-]2C=CC=C2)C=CC=CC=1.[C-]1(P(C2C=CC=CC=2)C2C=CC=CC=2)C=CC=C1.[Fe+2].C(OCC)(=O)C. The product is [CH3:17][O:18][N:19]=[C:20]1[C:28]2[C:23](=[CH:24][C:25]([C:2]3[C:3]([C:11]4[CH:16]=[CH:15][N:14]=[CH:13][CH:12]=4)=[N:4][N:5]4[CH:10]=[CH:9][CH:8]=[N:7][C:6]=34)=[CH:26][CH:27]=2)[CH2:22][CH2:21]1. The yield is 0.490. (3) The reactants are [Cl:1][C:2]1[CH:7]=[CH:6][C:5]([CH:8]2[CH2:12][C:11](=O)[C:10]([CH3:15])([CH3:14])[CH2:9]2)=[CH:4][CH:3]=1.C(OC([N:25]([CH3:27])C)N(C)C)(C)(C)C.O.[NH2:29]N. The catalyst is C(O)(C)C. The product is [Cl:1][C:2]1[CH:7]=[CH:6][C:5]([CH:8]2[C:12]3[CH:27]=[N:25][NH:29][C:11]=3[C:10]([CH3:15])([CH3:14])[CH2:9]2)=[CH:4][CH:3]=1. The yield is 0.130.